Dataset: Forward reaction prediction with 1.9M reactions from USPTO patents (1976-2016). Task: Predict the product of the given reaction. (1) Given the reactants [Cl:1][C:2]1[N:7]=[C:6]([C:8]2[CH:9]=[C:10]([CH:13]=[CH:14][CH:15]=2)C=O)[CH:5]=[CH:4][N:3]=1.Cl.O1CCOCC1.[CH3:23][O:24][CH:25](OC)[O:26][CH3:27], predict the reaction product. The product is: [Cl:1][C:2]1[N:7]=[C:6]([C:8]2[CH:9]=[CH:10][CH:13]=[C:14]([CH:25]([O:26][CH3:27])[O:24][CH3:23])[CH:15]=2)[CH:5]=[CH:4][N:3]=1. (2) Given the reactants [CH3:1][O:2][C:3]1[CH:20]=[CH:19][C:6]([CH2:7][N:8]2[CH:17]=[C:16]3[C:10]([NH:11][CH2:12][CH2:13][CH2:14][C:15]3=O)=[N:9]2)=[CH:5][CH:4]=1.II.[F:23][C:24]1[CH:25]=[N:26][C:27]([NH:30][C:31]([NH2:33])=[S:32])=[N:28][CH:29]=1, predict the reaction product. The product is: [F:23][C:24]1[CH:25]=[N:26][C:27]([NH:30][C:31]2[S:32][C:14]3[CH2:13][CH2:12][NH:11][C:10]4=[N:9][N:8]([CH2:7][C:6]5[CH:19]=[CH:20][C:3]([O:2][CH3:1])=[CH:4][CH:5]=5)[CH:17]=[C:16]4[C:15]=3[N:33]=2)=[N:28][CH:29]=1. (3) Given the reactants [Cl:1][C:2]1[N:11]=[CH:10][C:9]2[NH:8][C:7](=[O:12])[CH:6]3[CH2:13][O:14][CH2:15][CH2:16][N:5]3[C:4]=2[N:3]=1.Cl[CH2:18][C:19](=[O:21])[CH3:20].C([O-])([O-])=O.[K+].[K+].O, predict the reaction product. The product is: [Cl:1][C:2]1[N:11]=[CH:10][C:9]2[N:8]([CH2:18][C:19](=[O:21])[CH3:20])[C:7](=[O:12])[CH:6]3[CH2:13][O:14][CH2:15][CH2:16][N:5]3[C:4]=2[N:3]=1. (4) Given the reactants [Cl:1][C:2]1[CH:7]=[CH:6][C:5]([C@@H:8]2[C@@H:13]([C@@H:14]([O:16][C:17]3C=CC(Cl)=C(Cl)C=3)[CH3:15])[CH2:12][CH2:11][N:10]([C:25]([CH:27]3[CH2:32][CH2:31][N:30]([C:33]4[CH:38]=[CH:37][C:36]([C:39]#[N:40])=[CH:35][N:34]=4)[CH2:29][CH2:28]3)=[O:26])[CH2:9]2)=[CH:4][CH:3]=1.N1CCCCC1.C(N1CC[C@H]([C@H]([OH:62])C)[C@@H](C2C=CC(Cl)=CC=2)C1)C1C=CC=CC=1.[F:70][C:71]1[CH:72]=[N:73]C(O)=[N:75][CH:76]=1.ClC(OC(Cl)=O)C.CCN(C(C)C)C(C)C, predict the reaction product. The product is: [C:39]([C:36]1[CH:37]=[CH:38][C:33]([N:30]2[CH2:31][CH2:32][CH:27]([C:25]([OH:26])=[O:62])[CH2:28][CH2:29]2)=[N:34][CH:35]=1)#[N:40].[Cl:1][C:2]1[CH:3]=[CH:4][C:5]([C@@H:8]2[C@@H:13]([C@@H:14]([O:16][C:17]3[N:73]=[CH:72][C:71]([F:70])=[CH:76][N:75]=3)[CH3:15])[CH2:12][CH2:11][N:10]([C:25]([CH:27]3[CH2:32][CH2:31][N:30]([C:33]4[CH:38]=[CH:37][C:36]([C:39]#[N:40])=[CH:35][N:34]=4)[CH2:29][CH2:28]3)=[O:26])[CH2:9]2)=[CH:6][CH:7]=1.